Dataset: Catalyst prediction with 721,799 reactions and 888 catalyst types from USPTO. Task: Predict which catalyst facilitates the given reaction. Reactant: F[C:2]1[CH:7]=[CH:6][C:5]([N+:8]([O-:10])=[O:9])=[C:4]([O:11][CH2:12][CH2:13][C:14]2[CH:19]=[CH:18][CH:17]=[C:16]([C:20]([F:23])([F:22])[F:21])[CH:15]=2)[CH:3]=1.[CH3:24][O:25][CH2:26][CH2:27][NH:28][CH3:29].O. Product: [CH3:24][O:25][CH2:26][CH2:27][N:28]([CH3:29])[C:2]1[CH:7]=[CH:6][C:5]([N+:8]([O-:10])=[O:9])=[C:4]([O:11][CH2:12][CH2:13][C:14]2[CH:19]=[CH:18][CH:17]=[C:16]([C:20]([F:23])([F:22])[F:21])[CH:15]=2)[CH:3]=1. The catalyst class is: 3.